Dataset: Full USPTO retrosynthesis dataset with 1.9M reactions from patents (1976-2016). Task: Predict the reactants needed to synthesize the given product. Given the product [N:53]1[CH:58]=[CH:57][C:56]([CH2:59][O:23][C:22]([C:21]2[N:12]([N:11]([C:9]([O:8][CH2:1][C:2]3[CH:7]=[CH:6][CH:5]=[CH:4][CH:3]=3)=[O:10])[CH3:33])[C:13](=[O:32])[C:14]3[C:19]([C:20]=2[C:25]2[CH:30]=[CH:29][CH:28]=[CH:27][CH:26]=2)=[CH:18][C:17]([Cl:31])=[CH:16][CH:15]=3)=[O:24])=[CH:55][CH:54]=1, predict the reactants needed to synthesize it. The reactants are: [CH2:1]([O:8][C:9]([N:11]([CH3:33])[N:12]1[C:21]([C:22]([OH:24])=[O:23])=[C:20]([C:25]2[CH:30]=[CH:29][CH:28]=[CH:27][CH:26]=2)[C:19]2[C:14](=[CH:15][CH:16]=[C:17]([Cl:31])[CH:18]=2)[C:13]1=[O:32])=[O:10])[C:2]1[CH:7]=[CH:6][CH:5]=[CH:4][CH:3]=1.C1(P(C2C=CC=CC=2)C2C=CC=CC=2)C=CC=CC=1.[N:53]1[CH:58]=[CH:57][C:56]([CH2:59]O)=[CH:55][CH:54]=1.C1(C)C=CC=CC=1.N(C(OCC)=O)=NC(OCC)=O.